This data is from Full USPTO retrosynthesis dataset with 1.9M reactions from patents (1976-2016). The task is: Predict the reactants needed to synthesize the given product. Given the product [CH:31]1([CH2:34][CH2:35][NH:36][C:19](=[O:20])[C:18]2[CH:22]=[CH:23][C:15]([N:13]3[CH2:12][C:10]4[CH2:11][N:7]([C:5](=[O:6])[C:4]5[CH:24]=[CH:25][CH:26]=[CH:27][C:3]=5[C:2]([F:29])([F:28])[F:1])[CH2:8][C:9]=4[CH2:14]3)=[N:16][CH:17]=2)[CH2:33][CH2:32]1, predict the reactants needed to synthesize it. The reactants are: [F:1][C:2]([F:29])([F:28])[C:3]1[CH:27]=[CH:26][CH:25]=[CH:24][C:4]=1[C:5]([N:7]1[CH2:11][C:10]2[CH2:12][N:13]([C:15]3[CH:23]=[CH:22][C:18]([C:19](O)=[O:20])=[CH:17][N:16]=3)[CH2:14][C:9]=2[CH2:8]1)=[O:6].Cl.[CH:31]1([CH2:34][CH2:35][NH2:36])[CH2:33][CH2:32]1.